Dataset: Full USPTO retrosynthesis dataset with 1.9M reactions from patents (1976-2016). Task: Predict the reactants needed to synthesize the given product. (1) The reactants are: [CH3:1][C:2]1[C:7](=[O:8])[C:6]([CH3:9])=[C:5]([CH3:10])[C:4](=[O:11])[C:3]=1[CH2:12][C:13]1[CH:18]=[CH:17][C:16]([CH2:19][CH2:20][C:21]([OH:23])=O)=[CH:15][CH:14]=1.[CH:24]([NH2:27])([CH3:26])[CH3:25].Cl.C(N=C=NCCCN(C)C)C. Given the product [CH3:1][C:2]1[C:7](=[O:8])[C:6]([CH3:9])=[C:5]([CH3:10])[C:4](=[O:11])[C:3]=1[CH2:12][C:13]1[CH:14]=[CH:15][C:16]([CH2:19][CH2:20][C:21]([NH:27][CH:24]([CH3:26])[CH3:25])=[O:23])=[CH:17][CH:18]=1, predict the reactants needed to synthesize it. (2) Given the product [CH2:1]([N:8]([CH2:18][C:19]1[CH:24]=[CH:23][CH:22]=[CH:21][CH:20]=1)[C:9]1[C:10]([CH3:17])=[CH:11][C:12]([CH:32]=[O:33])=[C:13]([CH3:15])[CH:14]=1)[C:2]1[CH:7]=[CH:6][CH:5]=[CH:4][CH:3]=1, predict the reactants needed to synthesize it. The reactants are: [CH2:1]([N:8]([CH2:18][C:19]1[CH:24]=[CH:23][CH:22]=[CH:21][CH:20]=1)[C:9]1[CH:14]=[C:13]([CH3:15])[C:12](I)=[CH:11][C:10]=1[CH3:17])[C:2]1[CH:7]=[CH:6][CH:5]=[CH:4][CH:3]=1.C([Li])CCC.CN(C)[CH:32]=[O:33].Cl. (3) Given the product [Cl:39][C:40]1[CH:41]=[C:42]([C:28]2[C:27]3[C:32](=[CH:33][C:24]([CH2:23][N:21]4[CH:22]=[C:18]([C@:11]([OH:10])([C:14]([F:16])([F:17])[F:15])[CH2:12][CH3:13])[N:19]=[N:20]4)=[CH:25][CH:26]=3)[N:31]=[C:30]([C:34]#[N:35])[CH:29]=2)[CH:43]=[C:44]([Cl:46])[CH:45]=1, predict the reactants needed to synthesize it. The reactants are: [N+](C1C=CC(C([O:10][C@@:11]([C:18]2[N:19]=[N:20][N:21]([CH2:23][C:24]3[CH:33]=[C:32]4[C:27]([C:28](Cl)=[CH:29][C:30]([C:34]#[N:35])=[N:31]4)=[CH:26][CH:25]=3)[CH:22]=2)([C:14]([F:17])([F:16])[F:15])[CH2:12][CH3:13])=O)=CC=1)([O-])=O.[Cl:39][C:40]1[CH:41]=[C:42](B(O)O)[CH:43]=[C:44]([Cl:46])[CH:45]=1.C([O-])([O-])=O.[Na+].[Na+]. (4) Given the product [CH3:24][C:13]1[NH:12][CH:11]=[C:10]([CH2:9][CH2:8][C:6]([OH:7])=[O:5])[CH:14]=1, predict the reactants needed to synthesize it. The reactants are: [OH-].[Na+].C([O:5][C:6]([CH2:8][CH2:9][C:10]1[C:14](C(OC2C=CC=CC=2)=O)=[C:13]([CH3:24])[NH:12][C:11]=1C(OCC)=O)=[O:7])C.Cl.